Dataset: Full USPTO retrosynthesis dataset with 1.9M reactions from patents (1976-2016). Task: Predict the reactants needed to synthesize the given product. (1) Given the product [F:27][C:2]([CH3:1])([C:22](=[O:25])[CH2:23][CH3:24])[C:3]([O:5][CH2:6][C:7]1[C:12]([CH:13]([CH3:14])[CH3:15])=[CH:11][C:10]([CH:16]([CH3:17])[CH3:18])=[CH:9][C:8]=1[CH:19]([CH3:21])[CH3:20])=[O:4], predict the reactants needed to synthesize it. The reactants are: [CH3:1][CH:2]([C:22](=[O:25])[CH2:23][CH3:24])[C:3]([O:5][CH2:6][C:7]1[C:12]([CH:13]([CH3:15])[CH3:14])=[CH:11][C:10]([CH:16]([CH3:18])[CH3:17])=[CH:9][C:8]=1[CH:19]([CH3:21])[CH3:20])=[O:4].[B-](F)(F)(F)[F:27].[B-](F)(F)(F)F.C1[N+]2(CCl)CC[N+](F)(CC2)C1. (2) Given the product [C:1]([NH:4][C:5]1[C:35]([Cl:36])=[CH:34][C:8]([CH2:9][NH:10][C:11]([NH2:26])=[N:12][C:13](=[O:25])[CH2:14]/[C:15](=[N:44]\[O:43][CH2:39][CH:40]([CH3:42])[CH3:41])/[C:17]2[CH:18]=[CH:19][C:20]([O:23][CH3:24])=[CH:21][CH:22]=2)=[CH:7][C:6]=1[Cl:37])(=[O:3])[CH3:2], predict the reactants needed to synthesize it. The reactants are: [C:1]([NH:4][C:5]1[C:35]([Cl:36])=[CH:34][C:8]([CH2:9][NH:10]/[C:11](=[N:26]\C(=O)OC(C)(C)C)/[NH:12][C:13](=[O:25])[CH2:14][C:15]([C:17]2[CH:22]=[CH:21][C:20]([O:23][CH3:24])=[CH:19][CH:18]=2)=O)=[CH:7][C:6]=1[Cl:37])(=[O:3])[CH3:2].Cl.[CH2:39]([O:43][NH2:44])[CH:40]([CH3:42])[CH3:41]. (3) Given the product [CH3:1][O:2][C:3]([C:5]1[C:6]([OH:24])=[C:7]2[C:12](=[CH:13][N:14]=1)[N:11]([CH2:15][CH:16]1[CH2:21][CH2:20][CH2:19][CH2:18][CH2:17]1)[C:10](=[O:22])[C:9]([C:25]1[CH:30]=[CH:29][CH:28]=[CH:27][CH:26]=1)=[CH:8]2)=[O:4], predict the reactants needed to synthesize it. The reactants are: [CH3:1][O:2][C:3]([C:5]1[C:6]([OH:24])=[C:7]2[C:12](=[CH:13][N:14]=1)[N:11]([CH2:15][CH:16]1[CH2:21][CH2:20][CH2:19][CH2:18][CH2:17]1)[C:10](=[O:22])[C:9](Br)=[CH:8]2)=[O:4].[C:25]1([Sn](CCCC)(CCCC)CCCC)[CH:30]=[CH:29][CH:28]=[CH:27][CH:26]=1.O.Cl. (4) Given the product [F:1][C:2]1[CH:40]=[C:39]([F:41])[CH:38]=[C:37]([F:42])[C:3]=1[CH2:4][N:5]1[C:13]([C:14]2[CH:19]=[CH:18][C:17]([N:20]3[CH2:24][CH2:23][C@H:22]([NH2:25])[CH2:21]3)=[CH:16][CH:15]=2)=[C:12]2[C:7]([C:8]([C:33]([F:36])([F:34])[F:35])=[CH:9][CH:10]=[CH:11]2)=[N:6]1, predict the reactants needed to synthesize it. The reactants are: [F:1][C:2]1[CH:40]=[C:39]([F:41])[CH:38]=[C:37]([F:42])[C:3]=1[CH2:4][N:5]1[C:13]([C:14]2[CH:19]=[CH:18][C:17]([N:20]3[CH2:24][CH2:23][C@H:22]([NH:25]C(=O)OC(C)(C)C)[CH2:21]3)=[CH:16][CH:15]=2)=[C:12]2[C:7]([C:8]([C:33]([F:36])([F:35])[F:34])=[CH:9][CH:10]=[CH:11]2)=[N:6]1.FC(F)(F)C(O)=O. (5) Given the product [Cl:56][C:53]1[CH:54]=[CH:55][C:50]([C@H:49]2[N:44]3[C:45]([S:46][C:42]([C:40]([N:39]([CH2:38][CH2:37][OH:36])[CH:68]([CH3:69])[CH3:70])=[O:41])=[C:43]3[CH:65]([CH3:67])[CH3:66])=[N:47][C@:48]2([C:58]2[CH:59]=[CH:60][C:61]([Cl:64])=[CH:62][CH:63]=2)[CH3:57])=[CH:51][CH:52]=1, predict the reactants needed to synthesize it. The reactants are: [F-].C([N+](CCCC)(CCCC)CCCC)CCC.O1CCCC1.O1CCCC1.[Si]([O:36][CH2:37][CH2:38][N:39]([CH:68]([CH3:70])[CH3:69])[C:40]([C:42]1[S:46][C:45]2=[N:47][C:48]([C:58]3[CH:63]=[CH:62][C:61]([Cl:64])=[CH:60][CH:59]=3)([CH3:57])[CH:49]([C:50]3[CH:55]=[CH:54][C:53]([Cl:56])=[CH:52][CH:51]=3)[N:44]2[C:43]=1[CH:65]([CH3:67])[CH3:66])=[O:41])(C(C)(C)C)(C)C. (6) Given the product [C:13]([O:17][C:1](=[O:4])[CH:2]=[CH2:3])(=[O:16])[CH:14]=[CH2:15], predict the reactants needed to synthesize it. The reactants are: [C:1](Cl)(=[O:4])[CH:2]=[CH2:3].C(N(CC)CC)C.[C:13]([OH:17])(=[O:16])[CH:14]=[CH2:15]. (7) The reactants are: [F:1][C:2]1[CH:3]=[C:4]([CH2:8][CH2:9][N:10]2[CH2:14][CH2:13][C@@H:12]([NH:15][C:16]3[N:17]=[CH:18][C:19](/[CH:22]=[CH:23]/[C:24]([OH:26])=O)=[N:20][CH:21]=3)[CH2:11]2)[CH:5]=[CH:6][CH:7]=1.[NH2:27][O:28][CH:29]1[CH2:34][CH2:33][CH2:32][CH2:31][O:30]1. Given the product [F:1][C:2]1[CH:3]=[C:4]([CH2:8][CH2:9][N:10]2[CH2:14][CH2:13][C@@H:12]([NH:15][C:16]3[N:17]=[CH:18][C:19](/[CH:22]=[CH:23]/[C:24]([NH:27][O:28][CH:29]4[CH2:34][CH2:33][CH2:32][CH2:31][O:30]4)=[O:26])=[N:20][CH:21]=3)[CH2:11]2)[CH:5]=[CH:6][CH:7]=1, predict the reactants needed to synthesize it. (8) Given the product [O:34]=[S:26]1(=[O:35])[C:27]2[CH:33]=[CH:32][CH:31]=[CH:30][C:28]=2[CH2:29][N:23]([C:10]2[CH:9]=[C:8]([NH:40][CH2:39][CH2:38][S:37][CH3:36])[C:17]3[C:12](=[CH:13][CH:14]=[C:15]([CH3:1])[CH:16]=3)[N:11]=2)[CH2:24][CH2:25]1, predict the reactants needed to synthesize it. The reactants are: [CH3:1]C(C)([O-])C.[Na+].Cl[C:8]1[C:17]2[C:12](=[CH:13][CH:14]=[C:15](OC(F)(F)F)[CH:16]=2)[N:11]=[C:10]([N:23]2[CH2:29][C:28]3[CH:30]=[CH:31][CH:32]=[CH:33][C:27]=3[S:26](=[O:35])(=[O:34])[CH2:25][CH2:24]2)[CH:9]=1.[CH3:36][S:37][CH2:38][CH2:39][NH2:40].